This data is from Forward reaction prediction with 1.9M reactions from USPTO patents (1976-2016). The task is: Predict the product of the given reaction. Given the reactants [Cl:1][C:2]1[CH:7]=[CH:6][C:5]([C:8]23[CH2:13][CH:12]2[CH2:11][NH:10][CH2:9]3)=[CH:4][CH:3]=1.C(O)(=O)C.C(O[BH-](OC(=O)C)OC(=O)C)(=O)C.[Na+].[I:32][C:33]1[C:34](=[O:52])[N:35]([C:44]([C:46]2[CH:51]=[CH:50][CH:49]=[CH:48][CH:47]=2)=[O:45])[C:36](=[O:43])[N:37]([CH2:39][CH2:40][CH:41]=O)[CH:38]=1, predict the reaction product. The product is: [Cl:1][C:2]1[CH:3]=[CH:4][C:5]([C:8]23[CH2:13][CH:12]2[CH2:11][N:10]([CH2:41][CH2:40][CH2:39][N:37]2[CH:38]=[C:33]([I:32])[C:34](=[O:52])[N:35]([C:44]([C:46]4[CH:51]=[CH:50][CH:49]=[CH:48][CH:47]=4)=[O:45])[C:36]2=[O:43])[CH2:9]3)=[CH:6][CH:7]=1.